From a dataset of Full USPTO retrosynthesis dataset with 1.9M reactions from patents (1976-2016). Predict the reactants needed to synthesize the given product. (1) Given the product [Cl:28][C:25]1[CH:26]=[CH:27][C:22]([O:21][CH2:20][C:19]([N:10]2[C:11]3[CH:18]=[CH:17][CH:16]=[CH:15][C:12]=3[CH2:13][N:14]3[C:5]([C:3]([NH:33][CH2:34][C:35]4[CH:36]=[N:37][CH:38]=[CH:39][CH:40]=4)=[O:4])=[CH:6][CH:7]=[C:8]3[CH2:9]2)=[O:30])=[C:23]([CH3:29])[CH:24]=1, predict the reactants needed to synthesize it. The reactants are: ClC(Cl)(Cl)[C:3]([C:5]1[N:14]2[C:8]([CH2:9][N:10]([C:19](=[O:30])[CH2:20][O:21][C:22]3[CH:27]=[CH:26][C:25]([Cl:28])=[CH:24][C:23]=3[CH3:29])[C:11]3[CH:18]=[CH:17][CH:16]=[CH:15][C:12]=3[CH2:13]2)=[CH:7][CH:6]=1)=[O:4].[NH2:33][CH2:34][C:35]1[CH:36]=[N:37][CH:38]=[CH:39][CH:40]=1.ClC1C=CC(OCC(N2C3C=CC=CC=3CN3C(C(NCC4C=NC=CC=4)=O)=CC=C3C2)=O)=CC=1. (2) Given the product [C:1]([C:3]1[CH:4]=[C:5]2[C:9](=[CH:10][CH:11]=1)[NH:8][C:7]([CH2:12][CH2:13][C:14]([O:16][CH2:17][CH3:18])=[O:15])=[CH:6]2)#[N:2], predict the reactants needed to synthesize it. The reactants are: [C:1]([C:3]1[CH:4]=[C:5]2[C:9](=[CH:10][CH:11]=1)[NH:8][C:7](/[CH:12]=[CH:13]/[C:14]([O:16][CH2:17][CH3:18])=[O:15])=[CH:6]2)#[N:2]. (3) Given the product [O:47]=[C:38]1[N:37]([C:31]2[CH:36]=[CH:35][CH:34]=[CH:33][CH:32]=2)[CH2:41][C:40]2([CH2:46][CH2:45][N:44]([C:13]([NH:12][C:9]3[S:10][CH:11]=[C:7]([C:2]4[CH:3]=[CH:4][CH:5]=[CH:6][N:1]=4)[N:8]=3)=[O:21])[CH2:43][CH2:42]2)[O:39]1, predict the reactants needed to synthesize it. The reactants are: [N:1]1[CH:6]=[CH:5][CH:4]=[CH:3][C:2]=1[C:7]1[N:8]=[C:9]([NH:12][C:13](=[O:21])OC2C=CC=CC=2)[S:10][CH:11]=1.C(N(C(C)C)CC)(C)C.[C:31]1([N:37]2[CH2:41][C:40]3([CH2:46][CH2:45][NH:44][CH2:43][CH2:42]3)[O:39][C:38]2=[O:47])[CH:36]=[CH:35][CH:34]=[CH:33][CH:32]=1. (4) Given the product [CH3:13][C:14]1[C:15]2[CH2:16][O:17][C:18](=[O:33])[C:19]=2[CH:20]=[CH:21][C:22]=1[C@H:23]1[O:28][CH2:27][C@@H:26]2[CH2:29][N:30]([CH2:26][CH:27]3[C:6]4[C:7](=[C:2]5[CH2:1][O:33][C:18](=[O:17])[C:3]5=[CH:4][CH:5]=4)[CH2:22][CH2:23][O:28]3)[CH2:31][CH2:32][N:25]2[CH2:24]1, predict the reactants needed to synthesize it. The reactants are: [CH3:1][C:2]1[CH:7]=[CH:6][C:5](S(OC)(=O)=O)=[CH:4][CH:3]=1.[CH3:13][C:14]1[C:22]([C@H:23]2[O:28][CH2:27][C@@H:26]3[CH2:29][NH:30][CH2:31][CH2:32][N:25]3[CH2:24]2)=[CH:21][CH:20]=[C:19]2[C:15]=1[CH2:16][O:17][C:18]2=[O:33]. (5) Given the product [F:1][C:2]([F:14])([F:13])[O:3][C:4]1[CH:9]=[CH:8][C:7]([C:6]2[CH2:7][O:17][C:4](=[O:3])[CH:5]=2)=[CH:6][CH:5]=1, predict the reactants needed to synthesize it. The reactants are: [F:1][C:2]([F:14])([F:13])[O:3][C:4]1[CH:9]=[CH:8][C:7](B(O)O)=[CH:6][CH:5]=1.[F-].[K+].[OH2:17]. (6) Given the product [CH3:25][C:26]1([CH2:30][O:31][C:32]2[CH:39]=[CH:38][C:37]([C:2]3[N:3]=[C:4]([NH:8][C:9]4[CH:14]=[CH:13][C:12]([N:15]5[CH2:20][CH2:19][N:18]([CH:21]6[CH2:24][O:23][CH2:22]6)[CH2:17][CH2:16]5)=[CH:11][CH:10]=4)[N:5]=[CH:6][N:7]=3)=[CH:36][C:33]=2[C:34]#[N:35])[CH2:27][O:28][CH2:29]1, predict the reactants needed to synthesize it. The reactants are: Cl[C:2]1[N:7]=[CH:6][N:5]=[C:4]([NH:8][C:9]2[CH:14]=[CH:13][C:12]([N:15]3[CH2:20][CH2:19][N:18]([CH:21]4[CH2:24][O:23][CH2:22]4)[CH2:17][CH2:16]3)=[CH:11][CH:10]=2)[N:3]=1.[CH3:25][C:26]1([CH2:30][O:31][C:32]2[CH:39]=[CH:38][C:37](B3OC(C)(C)C(C)(C)O3)=[CH:36][C:33]=2[C:34]#[N:35])[CH2:29][O:28][CH2:27]1.C(=O)([O-])[O-].[Na+].[Na+]. (7) Given the product [Br:1][C:2]1[CH:3]=[CH:4][C:5]([O:6][CH2:17][CH3:18])=[C:7]([O:13][CH2:10][CH3:19])[CH:8]=1, predict the reactants needed to synthesize it. The reactants are: [Br:1][C:2]1[CH:3]=[C:4](O)[C:5](=[CH:7][CH:8]=1)[OH:6].[C:10](=[O:13])([O-])[O-].[K+].[K+].I[CH2:17][CH3:18].[CH3:19]N(C=O)C.